This data is from Reaction yield outcomes from USPTO patents with 853,638 reactions. The task is: Predict the reaction yield, written as a fraction of the theoretical maximum amount of product (1.0 means a 100% yield; for example, 0.34 means a 34% yield). The reactants are [CH3:1][O:2][C:3]1[CH:4]=[C:5]2[C:10](=[CH:11][C:12]=1[O:13][CH3:14])[N:9]=[CH:8][CH:7]=[C:6]2[O:15][C:16]1[C:22]([CH3:23])=[CH:21][C:19]([NH2:20])=[C:18]([CH3:24])[CH:17]=1.Cl[C:26](Cl)([O:28][C:29](=[O:35])OC(Cl)(Cl)Cl)Cl.[C:37]1([C:43]2[CH:48]=[CH:47]C(O)=[CH:45][CH:44]=2)[CH:42]=[CH:41][CH:40]=[CH:39][CH:38]=1.C(=O)(O)[O-].[Na+]. The catalyst is C(Cl)Cl.C(N(CC)CC)C.C1(C)C=CC=CC=1. The product is [CH3:1][O:2][C:3]1[CH:4]=[C:5]2[C:10](=[CH:11][C:12]=1[O:13][CH3:14])[N:9]=[CH:8][CH:7]=[C:6]2[O:15][C:16]1[C:22]([CH3:23])=[CH:21][C:19]([NH:20][C:29](=[O:35])[O:28][C:26]2[CH:45]=[CH:44][C:43]([C:37]3[CH:42]=[CH:41][CH:40]=[CH:39][CH:38]=3)=[CH:48][CH:47]=2)=[C:18]([CH3:24])[CH:17]=1. The yield is 0.660.